Task: Predict the reactants needed to synthesize the given product.. Dataset: Full USPTO retrosynthesis dataset with 1.9M reactions from patents (1976-2016) (1) Given the product [NH2:11][C:7]1[CH:6]=[C:5]2[C:10](=[CH:9][CH:8]=1)[N:2]([CH3:1])[C:3]([C:15]([O:17][CH3:18])=[O:16])=[C:4]2[CH3:14], predict the reactants needed to synthesize it. The reactants are: [CH3:1][N:2]1[C:10]2[C:5](=[CH:6][C:7]([N+:11]([O-])=O)=[CH:8][CH:9]=2)[C:4]([CH3:14])=[C:3]1[C:15]([O:17][CH3:18])=[O:16]. (2) Given the product [CH2:27]([O:15][C:13]([CH:12]1[CH2:10][CH:11]([C:21]2[CH:24]=[CH:25][C:18]([Cl:17])=[CH:19][CH:20]=2)[C:3]2[C:4](=[CH:6][C:7]([Cl:9])=[CH:8][C:2]=2[Cl:1])[NH:5]1)=[O:14])[CH3:28], predict the reactants needed to synthesize it. The reactants are: [Cl:1][C:2]1[CH:3]=[C:4]([CH:6]=[C:7]([Cl:9])[CH:8]=1)[NH2:5].[CH2:10]([C:12](=O)[C:13]([O-:15])=[O:14])[CH3:11].[Cl:17][C:18]1[CH:25]=[CH:24][C:21](C=C)=[CH:20][CH:19]=1.F[C:27](F)(F)[C:28](O)=O. (3) Given the product [OH:16][C@H:14]1[CH2:13][NH:12][C@H:11]([C:9]([NH2:17])=[O:8])[CH2:15]1, predict the reactants needed to synthesize it. The reactants are: C([O:8][C:9]([C@@H:11]1[CH2:15][C@@H:14]([OH:16])[CH2:13][NH:12]1)=O)C1C=CC=CC=1.[NH3:17]. (4) The reactants are: [F:1][C:2]([F:23])([F:22])[C:3]1[CH:8]=[CH:7][C:6]([N:9]2[CH2:14][CH2:13][N:12](C(OC(C)(C)C)=O)[CH2:11][CH2:10]2)=[CH:5][CH:4]=1. Given the product [F:23][C:2]([F:1])([F:22])[C:3]1[CH:4]=[CH:5][C:6]([N:9]2[CH2:14][CH2:13][NH:12][CH2:11][CH2:10]2)=[CH:7][CH:8]=1, predict the reactants needed to synthesize it. (5) The reactants are: [Cl:1][C:2]1[CH:3]=[CH:4][C:5]([O:23][CH3:24])=[C:6]([C@@:8]2([F:22])[C:16]3[C:11](=[CH:12][C:13]([C:17]([F:20])([F:19])[F:18])=[CH:14][CH:15]=3)[NH:10][C:9]2=[O:21])[CH:7]=1.[H-].[Na+].[CH2:27]([O:34][C@H:35]1[C@H:40]([O:41][CH2:42][C:43]2[CH:48]=[CH:47][CH:46]=[CH:45][CH:44]=2)[C@@H:39]([CH2:49][O:50][CH2:51][C:52]2[CH:57]=[CH:56][CH:55]=[CH:54][CH:53]=2)[O:38][C@@H:37]2[O:58][C@H:36]12)[C:28]1[CH:33]=[CH:32][CH:31]=[CH:30][CH:29]=1.C(=O)(O)[O-].[Na+]. Given the product [CH2:27]([O:34][C@@H:35]1[C@@H:40]([O:41][CH2:42][C:43]2[CH:48]=[CH:47][CH:46]=[CH:45][CH:44]=2)[C@@H:39]([CH2:49][O:50][CH2:51][C:52]2[CH:53]=[CH:54][CH:55]=[CH:56][CH:57]=2)[O:38][C@@H:37]([N:10]2[C:11]3[C:16](=[CH:15][CH:14]=[C:13]([C:17]([F:20])([F:19])[F:18])[CH:12]=3)[C@@:8]([C:6]3[CH:7]=[C:2]([Cl:1])[CH:3]=[CH:4][C:5]=3[O:23][CH3:24])([F:22])[C:9]2=[O:21])[C@@H:36]1[OH:58])[C:28]1[CH:33]=[CH:32][CH:31]=[CH:30][CH:29]=1, predict the reactants needed to synthesize it. (6) Given the product [CH3:20][C:13]1([CH3:19])[CH2:12][C:11]2[C:15](=[CH:16][CH:17]=[C:9]([NH:8][C:6]3[CH:7]=[C:2]([NH:1][C:26]([NH:25][CH:22]([CH3:24])[CH3:23])=[O:27])[CH:3]=[CH:4][C:5]=3[CH3:21])[CH:10]=2)[C:14]1=[O:18], predict the reactants needed to synthesize it. The reactants are: [NH2:1][C:2]1[CH:3]=[CH:4][C:5]([CH3:21])=[C:6]([NH:8][C:9]2[CH:10]=[C:11]3[C:15](=[CH:16][CH:17]=2)[C:14](=[O:18])[C:13]([CH3:20])([CH3:19])[CH2:12]3)[CH:7]=1.[CH:22]([N:25]=[C:26]=[O:27])([CH3:24])[CH3:23]. (7) Given the product [NH2:17][C:16]1[C:14]2[C:9](=[C:10]([F:15])[CH:11]=[CH:12][CH:13]=2)[N:8]=[N:7][C:6]=1[C:5]([NH:4][CH2:1][CH2:2][CH3:3])=[O:18], predict the reactants needed to synthesize it. The reactants are: [CH2:1]([NH:4][C:5](=[O:18])[C:6]([C:16]#[N:17])=[N:7][NH:8][C:9]1[CH:14]=[CH:13][CH:12]=[CH:11][C:10]=1[F:15])[CH2:2][CH3:3].[Cl-].[Al+3].[Cl-].[Cl-].O.[OH-].[Na+].